The task is: Predict the reaction yield, written as a fraction of the theoretical maximum amount of product (1.0 means a 100% yield; for example, 0.34 means a 34% yield).. This data is from Reaction yield outcomes from USPTO patents with 853,638 reactions. The reactants are CN(C)C=O.Cl[CH2:7][CH2:8][O:9][C:10]1[CH:19]=[C:18]2[C:13]([C:14]([O:20][C:21]3[C:22]([CH3:31])=[N:23][C:24]4[C:29]([CH:30]=3)=[CH:28][CH:27]=[CH:26][CH:25]=4)=[CH:15][CH:16]=[N:17]2)=[CH:12][C:11]=1[O:32][CH3:33].C(=O)([O-])[O-].[K+].[K+].[NH:40]1[CH2:45][CH2:44][CH2:43][CH:42]([C:46]([NH2:48])=[O:47])[CH2:41]1. The catalyst is O. The product is [CH3:33][O:32][C:11]1[CH:12]=[C:13]2[C:18](=[CH:19][C:10]=1[O:9][CH2:8][CH2:7][N:40]1[CH2:45][CH2:44][CH2:43][CH:42]([C:46]([NH2:48])=[O:47])[CH2:41]1)[N:17]=[CH:16][CH:15]=[C:14]2[O:20][C:21]1[C:22]([CH3:31])=[N:23][C:24]2[C:29]([CH:30]=1)=[CH:28][CH:27]=[CH:26][CH:25]=2. The yield is 0.720.